Dataset: Catalyst prediction with 721,799 reactions and 888 catalyst types from USPTO. Task: Predict which catalyst facilitates the given reaction. (1) Product: [C:21]([O:20][CH2:1][CH2:2][OH:42])(=[O:39])[CH2:22][CH2:23][CH2:24][CH2:25][CH2:26][CH2:27][CH2:28][CH2:29][CH2:30][CH2:31][CH2:32][CH2:33][CH2:34][CH2:35][CH2:36][CH2:37][CH3:38]. The catalyst class is: 154. Reactant: [C:1]([O:20][C:21](=[O:39])[CH2:22][CH2:23][CH2:24][CH2:25][CH2:26][CH2:27][CH2:28][CH2:29][CH2:30][CH2:31][CH2:32][CH2:33][CH2:34][CH2:35][CH2:36][CH2:37][CH3:38])(=O)[CH2:2]CCCCCCCCCCCCCCCC.C(O)C[OH:42].C(N(CC)CC)C. (2) Reactant: [CH:1]1([C:4]([NH:6][C:7]2[S:8][C:9]3[C:14]([N:15]=2)=[CH:13][CH:12]=[C:11]([NH:16][C:17]2[CH:18]=[CH:19][C:20]([F:31])=[C:21]([NH:23]C(=O)OC(C)(C)C)[CH:22]=2)[N:10]=3)=[O:5])[CH2:3][CH2:2]1.C(=O)([O-])O.[Na+]. Product: [NH2:23][C:21]1[CH:22]=[C:17]([NH:16][C:11]2[N:10]=[C:9]3[S:8][C:7]([NH:6][C:4]([CH:1]4[CH2:2][CH2:3]4)=[O:5])=[N:15][C:14]3=[CH:13][CH:12]=2)[CH:18]=[CH:19][C:20]=1[F:31]. The catalyst class is: 601. (3) Reactant: Cl.C(N=C=NCCCN(C)C)C.[CH3:13][NH:14][CH2:15][CH2:16][CH2:17][CH:18]1[C:28]2[CH:29]=[CH:30][CH:31]=[CH:32][C:27]=2[CH:26]=[CH:25][C:24]2[CH:23]=[CH:22][CH:21]=[CH:20][C:19]1=2.Cl.C(N(CC)CC)C.[C:41]([O:45][C:46]([NH:48][CH2:49][C:50]([OH:52])=O)=[O:47])([CH3:44])([CH3:43])[CH3:42].C(=O)([O-])O.[Na+]. Product: [CH:32]1[C:27]2[CH:26]=[CH:25][C:24]3[CH:23]=[CH:22][CH:21]=[CH:20][C:19]=3[CH:18]([CH2:17][CH2:16][CH2:15][N:14]([CH3:13])[C:50](=[O:52])[CH2:49][NH:48][C:46](=[O:47])[O:45][C:41]([CH3:42])([CH3:43])[CH3:44])[C:28]=2[CH:29]=[CH:30][CH:31]=1. The catalyst class is: 4. (4) Reactant: [C:1]([O:5][C:6]([N:8]1[C:16]2[C:11](=[CH:12][C:13]([C:17]([OH:19])=O)=[CH:14][CH:15]=2)[CH2:10][CH2:9]1)=[O:7])([CH3:4])([CH3:3])[CH3:2].F[P-](F)(F)(F)(F)F.N1(OC(N(C)C)=[N+](C)C)C2C=CC=CC=2N=N1.C(N(CC)C(C)C)(C)C.[NH2:53][C:54]1[CH:55]=[N:56][C:57]2[C:62]([CH:63]=1)=[CH:61][CH:60]=[CH:59][CH:58]=2. Product: [C:1]([O:5][C:6]([N:8]1[C:16]2[C:11](=[CH:12][C:13]([C:17](=[O:19])[NH:53][C:54]3[CH:55]=[N:56][C:57]4[C:62]([CH:63]=3)=[CH:61][CH:60]=[CH:59][CH:58]=4)=[CH:14][CH:15]=2)[CH2:10][CH2:9]1)=[O:7])([CH3:2])([CH3:3])[CH3:4]. The catalyst class is: 10. (5) Reactant: [CH3:1][O:2][C:3]1[CH:28]=[CH:27][C:6]([C:7]([N:9]2[C:18]3[C:13](=[CH:14][CH:15]=[CH:16][CH:17]=3)[C@H:12]([NH:19][C:20]3[CH:25]=[CH:24][N:23]=[CH:22][CH:21]=3)[CH2:11][C@@H:10]2[CH3:26])=[O:8])=[CH:5][CH:4]=1.C(N(C(C)C)CC)(C)C.[C:38](Cl)(=[O:40])[CH3:39]. The catalyst class is: 2. Product: [CH3:1][O:2][C:3]1[CH:4]=[CH:5][C:6]([C:7]([N:9]2[C:18]3[C:13](=[CH:14][CH:15]=[CH:16][CH:17]=3)[C@H:12]([N:19]([C:20]3[CH:21]=[CH:22][N:23]=[CH:24][CH:25]=3)[C:38](=[O:40])[CH3:39])[CH2:11][C@@H:10]2[CH3:26])=[O:8])=[CH:27][CH:28]=1. (6) Product: [Cl:1][C:2]1[C:7]([O:8][C:9]2[C:14]([C:15]([F:18])([F:17])[F:16])=[CH:13][CH:12]=[CH:11][N:10]=2)=[CH:6][C:5]([NH:19][C:20](=[O:23])[CH2:21][NH:27][CH2:25][CH3:26])=[C:4]([F:24])[CH:3]=1. The catalyst class is: 8. Reactant: [Cl:1][C:2]1[C:7]([O:8][C:9]2[C:14]([C:15]([F:18])([F:17])[F:16])=[CH:13][CH:12]=[CH:11][N:10]=2)=[CH:6][C:5]([NH:19][C:20](=[O:23])[CH2:21]Cl)=[C:4]([F:24])[CH:3]=1.[CH2:25]([NH2:27])[CH3:26]. (7) Reactant: [F:1][C:2]1[CH:3]=[C:4]([NH:24][C:25]2[N:40]=[CH:39][CH:38]=[CH:37][C:26]=2[C:27]([NH:29][C:30]2[CH:35]=[CH:34][C:33]([F:36])=[CH:32][CH:31]=2)=[O:28])[CH:5]=[CH:6][C:7]=1[O:8][C:9]1[CH:14]=[CH:13][N:12]=[C:11]2[CH:15]=[C:16]([CH:18]3[CH2:23][CH2:22][NH:21][CH2:20][CH2:19]3)[S:17][C:10]=12.C=O.[BH-](OC(C)=O)(OC(C)=O)O[C:45](C)=O.[Na+].Cl.C([O-])([O-])=O.[Na+].[Na+]. Product: [F:1][C:2]1[CH:3]=[C:4]([NH:24][C:25]2[N:40]=[CH:39][CH:38]=[CH:37][C:26]=2[C:27]([NH:29][C:30]2[CH:35]=[CH:34][C:33]([F:36])=[CH:32][CH:31]=2)=[O:28])[CH:5]=[CH:6][C:7]=1[O:8][C:9]1[CH:14]=[CH:13][N:12]=[C:11]2[CH:15]=[C:16]([CH:18]3[CH2:23][CH2:22][N:21]([CH3:45])[CH2:20][CH2:19]3)[S:17][C:10]=12. The catalyst class is: 776. (8) Reactant: [CH3:1][C:2]1([CH3:12])[C:11]2[C:6](=[CH:7][CH:8]=[CH:9][CH:10]=2)[CH2:5][NH:4][CH2:3]1.C(N(CC)CC)C.[C:20](Cl)(=[O:22])[CH3:21]. Product: [CH3:1][C:2]1([CH3:12])[C:11]2[C:6](=[CH:7][CH:8]=[CH:9][CH:10]=2)[CH2:5][N:4]([C:20](=[O:22])[CH3:21])[CH2:3]1. The catalyst class is: 2. (9) The catalyst class is: 2. Product: [CH2:9]([C:13]([CH3:17])([CH2:14][CH3:15])/[CH:16]=[N:26]/[CH:27]([C:28]1[CH:33]=[CH:32][CH:31]=[CH:30][CH:29]=1)[C:34]1[CH:39]=[CH:38][CH:37]=[CH:36][CH:35]=1)[CH3:10]. Reactant: C(OC(N[C@H:9]([C:13]([CH2:17]C)([CH3:16])[CH2:14][CH3:15])[C:10](O)=O)=O)(C)(C)C.[O-]S([O-])(=O)=O.[Na+].[Na+].[NH2:26][CH:27]([C:34]1[CH:39]=[CH:38][CH:37]=[CH:36][CH:35]=1)[C:28]1[CH:33]=[CH:32][CH:31]=[CH:30][CH:29]=1.